This data is from Experimentally validated miRNA-target interactions with 360,000+ pairs, plus equal number of negative samples. The task is: Binary Classification. Given a miRNA mature sequence and a target amino acid sequence, predict their likelihood of interaction. (1) The miRNA is hsa-miR-6837-5p with sequence ACCAGGGCCAGCAGGGAAUGU. The protein sequence of the target gene is MANRGPAYGLSREVQQKIEKQYDADLEQILIQWITTQCRKDVGRPQPGRENFQNWLKDGTVLCELINALYPEGQAPVKKIQASTMAFKQMEQISQFLQAAERYGINTTDIFQTVDLWEGKNMACVQRTLMNLGGLAVARDDGLFSGDPNWFPKKSKENPRNFSDNQLQEGKNVIGLQMGTNRGASQAGMTGYGMPRQIL. Result: 1 (interaction). (2) The miRNA is hsa-miR-4695-3p with sequence UGAUCUCACCGCUGCCUCCUUC. The protein sequence of the target gene is MAARSVSGITRRVFMWTVSGTPCREFWSRFRKEKEPVVVETVEEKKEPILVCPPLRSRAYTPPEDLQSRLESYVKEVFGSSLPSNWQDISLEDSRLKFNLLAHLADDLGHVVPNSRLHQMCRVRDVLDFYNVPIQDRSKFDELSASNLPPNLKITWSY. Result: 0 (no interaction). (3) The miRNA is ssc-miR-143-3p with sequence UGAGAUGAAGCACUGUAGCUC. The protein sequence of the target gene is MDFSKLPKILDEDKESTFGYVHGVSGPVVTACDMAGAAMYELVRVGHSELVGEIIRLEGDMATIQVYEETSGVSVGDPVLRTGKPLSVELGPGIMGAIFDGIQRPLSDISSQTQSIYIPRGVNVSALSRDVKWEFTPSKNLRVGSHITGGDIYGIVNENSLIKHRIMLPPRNRGTVTYIAPPGNYDTSDVVLELEFEGVKEKFSMVQVWPVRQVRPVTEKLPANHPLLTGQRVLDALFPCVQGGTTAIPGAFGCGKTVISQSLSKYSNSDVIIYVGCGERVNEMSEVLRDFPELTMEVDG.... Result: 1 (interaction).